From a dataset of Peptide-MHC class I binding affinity with 185,985 pairs from IEDB/IMGT. Regression. Given a peptide amino acid sequence and an MHC pseudo amino acid sequence, predict their binding affinity value. This is MHC class I binding data. (1) The peptide sequence is SFQQPQQQY. The MHC is HLA-A01:01 with pseudo-sequence HLA-A01:01. The binding affinity (normalized) is 0. (2) The peptide sequence is TAFTIPST. The MHC is HLA-B35:01 with pseudo-sequence HLA-B35:01. The binding affinity (normalized) is 0. (3) The peptide sequence is RRELSKEKL. The MHC is HLA-B46:01 with pseudo-sequence HLA-B46:01. The binding affinity (normalized) is 0.0847.